From a dataset of NCI-60 drug combinations with 297,098 pairs across 59 cell lines. Regression. Given two drug SMILES strings and cell line genomic features, predict the synergy score measuring deviation from expected non-interaction effect. (1) Drug 1: C1=C(C(=O)NC(=O)N1)F. Drug 2: C1=CC=C(C=C1)NC(=O)CCCCCCC(=O)NO. Cell line: UACC-257. Synergy scores: CSS=27.8, Synergy_ZIP=-5.40, Synergy_Bliss=0.0392, Synergy_Loewe=1.06, Synergy_HSA=2.98. (2) Drug 1: CC1=C(C=C(C=C1)NC2=NC=CC(=N2)N(C)C3=CC4=NN(C(=C4C=C3)C)C)S(=O)(=O)N.Cl. Drug 2: C1=NNC2=C1C(=O)NC=N2. Cell line: 786-0. Synergy scores: CSS=0.264, Synergy_ZIP=0.758, Synergy_Bliss=1.58, Synergy_Loewe=1.31, Synergy_HSA=1.51. (3) Drug 2: CN1C2=C(C=C(C=C2)N(CCCl)CCCl)N=C1CCCC(=O)O.Cl. Synergy scores: CSS=6.28, Synergy_ZIP=-4.94, Synergy_Bliss=-6.37, Synergy_Loewe=-0.464, Synergy_HSA=-3.53. Cell line: U251. Drug 1: CN1C(=O)N2C=NC(=C2N=N1)C(=O)N. (4) Drug 1: COC1=C(C=C2C(=C1)N=CN=C2NC3=CC(=C(C=C3)F)Cl)OCCCN4CCOCC4. Drug 2: C(CN)CNCCSP(=O)(O)O. Cell line: K-562. Synergy scores: CSS=13.2, Synergy_ZIP=-1.02, Synergy_Bliss=0.986, Synergy_Loewe=-25.5, Synergy_HSA=-0.814. (5) Drug 1: CC1=C(C=C(C=C1)NC2=NC=CC(=N2)N(C)C3=CC4=NN(C(=C4C=C3)C)C)S(=O)(=O)N.Cl. Drug 2: CC1CCCC2(C(O2)CC(NC(=O)CC(C(C(=O)C(C1O)C)(C)C)O)C(=CC3=CSC(=N3)C)C)C. Cell line: HOP-92. Synergy scores: CSS=-2.00, Synergy_ZIP=-0.371, Synergy_Bliss=-4.66, Synergy_Loewe=-4.97, Synergy_HSA=-5.24. (6) Drug 1: C1CCN(CC1)CCOC2=CC=C(C=C2)C(=O)C3=C(SC4=C3C=CC(=C4)O)C5=CC=C(C=C5)O. Drug 2: CC1=C(C=C(C=C1)NC(=O)C2=CC=C(C=C2)CN3CCN(CC3)C)NC4=NC=CC(=N4)C5=CN=CC=C5. Cell line: RPMI-8226. Synergy scores: CSS=-9.28, Synergy_ZIP=7.71, Synergy_Bliss=12.0, Synergy_Loewe=-5.55, Synergy_HSA=-3.28. (7) Drug 1: CNC(=O)C1=NC=CC(=C1)OC2=CC=C(C=C2)NC(=O)NC3=CC(=C(C=C3)Cl)C(F)(F)F. Drug 2: CC(C)(C#N)C1=CC(=CC(=C1)CN2C=NC=N2)C(C)(C)C#N. Cell line: LOX IMVI. Synergy scores: CSS=-4.04, Synergy_ZIP=3.59, Synergy_Bliss=6.49, Synergy_Loewe=-0.682, Synergy_HSA=-1.01.